Predict the reaction yield, written as a fraction of the theoretical maximum amount of product (1.0 means a 100% yield; for example, 0.34 means a 34% yield). From a dataset of Reaction yield outcomes from USPTO patents with 853,638 reactions. (1) The reactants are [CH3:1][C:2]1[CH:7]=[C:6]([CH3:8])[NH:5][C:4](=[O:9])[C:3]=1[CH2:10][NH:11][C:12]([C:14]1[C:15]2[CH:30]=[N:29][N:28]([CH:31]([CH3:33])[CH3:32])[C:16]=2[N:17]=[C:18]([C:20]2[CH:25]=[CH:24][CH:23]=[C:22]([CH2:26]O)[CH:21]=2)[CH:19]=1)=[O:13].C1(P(C2C=CC=CC=2)C2C=CC=CC=2)C=CC=CC=1.C(Br)(Br)(Br)[Br:54]. The catalyst is C(Cl)Cl. The product is [Br:54][CH2:26][C:22]1[CH:21]=[C:20]([C:18]2[CH:19]=[C:14]([C:12]([NH:11][CH2:10][C:3]3[C:4](=[O:9])[NH:5][C:6]([CH3:8])=[CH:7][C:2]=3[CH3:1])=[O:13])[C:15]3[CH:30]=[N:29][N:28]([CH:31]([CH3:32])[CH3:33])[C:16]=3[N:17]=2)[CH:25]=[CH:24][CH:23]=1. The yield is 0.522. (2) The reactants are FC(F)(F)C(O)=O.C(OC(=O)[NH:14][C:15]1[CH:27]=[CH:26][C:25]2[C:24]3[C:19](=[CH:20][C:21]([NH:28][C:29](=[O:33])[CH2:30][CH2:31][CH3:32])=[CH:22][CH:23]=3)[CH2:18][C:17]=2[CH:16]=1)(C)(C)C. The catalyst is ClCCl. The product is [NH2:14][C:15]1[CH:16]=[C:17]2[C:25]([C:24]3[CH:23]=[CH:22][C:21]([NH:28][C:29](=[O:33])[CH2:30][CH2:31][CH3:32])=[CH:20][C:19]=3[CH2:18]2)=[CH:26][CH:27]=1. The yield is 0.950.